This data is from HIV replication inhibition screening data with 41,000+ compounds from the AIDS Antiviral Screen. The task is: Binary Classification. Given a drug SMILES string, predict its activity (active/inactive) in a high-throughput screening assay against a specified biological target. (1) The drug is C[N+]1(CCCCN2c3ccccc3Sc3cc(N=[N+]=[N-])ccc32)CCN(C(=O)CCNC(=O)Cc2ccc(C(=O)c3ccccc3)cc2)CC1.[I-]. The result is 0 (inactive). (2) The result is 0 (inactive). The compound is CC(CCc1nc2ccccc2o1)C1CCC2C3CCC4CC(O)CCC4(C)C3CCC12C. (3) The molecule is N#CCN1CCOCCOCCN(CC#N)CCOCCOCC1. The result is 0 (inactive). (4) The drug is c1ccc(CSc2nc3ccccc3nc2-c2cccs2)cc1. The result is 0 (inactive). (5) The compound is O=[N+]([O-])c1ccc(-n2nnc(C3=NCCN3)c2-c2ccc(Cl)cc2)cc1. The result is 0 (inactive). (6) The compound is CCOC(=O)C(O)(NC(C)=O)C(F)(F)F. The result is 0 (inactive). (7) The compound is COc1cc(C(C)(C)C)c(OC(=O)C=CC(=O)OC=C[N+](=O)[O-])c(C(C)(C)C)c1. The result is 0 (inactive). (8) The compound is Cn1c(=O)nc2n(CCO)c(-c3ccccc3)c(-c3ccccc3)nc-2c1=O. The result is 0 (inactive).